From a dataset of Catalyst prediction with 721,799 reactions and 888 catalyst types from USPTO. Predict which catalyst facilitates the given reaction. (1) Reactant: C([O:3][C:4](=[O:26])[C:5]([NH:22]C(=O)C)([CH2:11][C:12]1[C:20]2[C:15](=[N:16][CH:17]=[CH:18][C:19]=2[Cl:21])[NH:14][CH:13]=1)C(OCC)=O)C. Product: [ClH:21].[NH2:22][CH:5]([CH2:11][C:12]1[C:20]2[C:15](=[N:16][CH:17]=[CH:18][C:19]=2[Cl:21])[NH:14][CH:13]=1)[C:4]([OH:26])=[O:3]. The catalyst class is: 33. (2) Product: [Br:1][C:2]1[CH:14]=[C:13]([C:15]([NH2:16])=[O:17])[C:12]2[NH:11][C:10]3[C:5]([C:4]=2[CH:3]=1)=[CH:6][C:7]([C:18]([N:45]1[CH2:50][CH2:49][O:48][CH2:47][CH2:46]1)=[O:20])=[CH:8][CH:9]=3. Reactant: [Br:1][C:2]1[CH:3]=[C:4]2[C:12](=[C:13]([C:15](=[O:17])[NH2:16])[CH:14]=1)[NH:11][C:10]1[CH:9]=[CH:8][C:7]([C:18]([OH:20])=O)=[CH:6][C:5]2=1.CN(C(ON1N=NC2C=CC=NC1=2)=[N+](C)C)C.F[P-](F)(F)(F)(F)F.[NH:45]1[CH2:50][CH2:49][O:48][CH2:47][CH2:46]1.O. The catalyst class is: 239. (3) Reactant: [CH2:1]([OH:6])[C:2]([F:5])([F:4])[F:3].C(N(CC)CC)C.[C:14](Cl)(=[O:16])[CH3:15].O. Product: [C:14]([O:6][CH2:1][C:2]([F:5])([F:4])[F:3])(=[O:16])[CH3:15]. The catalyst class is: 27. (4) Reactant: C([O:5][C:6](=[O:29])[CH2:7][NH:8][C:9]([C:11]1[C:25](=[O:26])[C:24]2[C:19](=[C:20]([Cl:27])[CH:21]=[CH:22][CH:23]=2)[C:13]2([CH2:18][CH2:17][O:16][CH2:15][CH2:14]2)[C:12]=1[OH:28])=[O:10])(C)(C)C. Product: [Cl:27][C:20]1[CH:21]=[CH:22][CH:23]=[C:24]2[C:19]=1[C:13]1([CH2:18][CH2:17][O:16][CH2:15][CH2:14]1)[C:12]([OH:28])=[C:11]([C:9]([NH:8][CH2:7][C:6]([OH:29])=[O:5])=[O:10])[C:25]2=[O:26]. The catalyst class is: 484. (5) Reactant: [C:1]([O:5][C:6]([N:8]1[CH2:13][CH2:12][N:11]([C:14]2[CH:19]=[CH:18][C:17]([N+:20]([O-])=O)=[CH:16][N:15]=2)[CH2:10][CH2:9]1)=[O:7])([CH3:4])([CH3:3])[CH3:2]. Product: [C:1]([O:5][C:6]([N:8]1[CH2:13][CH2:12][N:11]([C:14]2[CH:19]=[CH:18][C:17]([NH2:20])=[CH:16][N:15]=2)[CH2:10][CH2:9]1)=[O:7])([CH3:4])([CH3:2])[CH3:3]. The catalyst class is: 446. (6) Reactant: [F:1][C:2]([F:20])([F:19])[O:3][C:4]1[CH:9]=[CH:8][C:7]([C:10]2[O:14][N:13]=[C:12]([C:15](OC)=[O:16])[CH:11]=2)=[CH:6][CH:5]=1.[NH2:21][NH2:22].O. Product: [F:1][C:2]([F:20])([F:19])[O:3][C:4]1[CH:9]=[CH:8][C:7]([C:10]2[O:14][N:13]=[C:12]([C:15]([NH:21][NH2:22])=[O:16])[CH:11]=2)=[CH:6][CH:5]=1. The catalyst class is: 14. (7) Reactant: [CH2:1]([O:3][C@H:4]([CH2:10][C:11]1[CH:16]=[CH:15][C:14]([O:17][CH2:18][C:19]([C:21]2[CH:26]=[CH:25][CH:24]=[C:23]([O:27][CH3:28])[CH:22]=2)=[O:20])=[CH:13][CH:12]=1)[C:5]([O:7]CC)=[O:6])[CH3:2].[Li+].[OH-].O.Cl. Product: [CH2:1]([O:3][C@H:4]([CH2:10][C:11]1[CH:16]=[CH:15][C:14]([O:17][CH2:18][C:19]([C:21]2[CH:26]=[CH:25][CH:24]=[C:23]([O:27][CH3:28])[CH:22]=2)=[O:20])=[CH:13][CH:12]=1)[C:5]([OH:7])=[O:6])[CH3:2]. The catalyst class is: 5.